From a dataset of Forward reaction prediction with 1.9M reactions from USPTO patents (1976-2016). Predict the product of the given reaction. (1) Given the reactants C1C=CC(P(C2C=CC=CC=2)C2C=CC=CC=2)=CC=1.[B:29]1([B:29]2[O:33][C:32]([CH3:35])([CH3:34])[C:31]([CH3:37])([CH3:36])[O:30]2)[O:33][C:32]([CH3:35])([CH3:34])[C:31]([CH3:37])([CH3:36])[O:30]1.O(C1C=CC=CC=1)[K].FC(F)(F)S(O[C:52]1[C:56]([CH3:58])([CH3:57])[CH2:55][CH2:54][CH:53]=1)(=O)=O, predict the reaction product. The product is: [CH3:57][C:56]1([CH3:58])[C:55]([B:29]2[O:30][C:31]([CH3:36])([CH3:37])[C:32]([CH3:34])([CH3:35])[O:33]2)=[CH:54][CH2:53][CH2:52]1. (2) Given the reactants [Cl:1][C:2]1[CH:7]=[CH:6][CH:5]=[CH:4][C:3]=1[C:8]1[O:12][N:11]=[CH:10][C:9]=1[C:13]([OH:15])=O.[CH3:16][O:17][CH2:18][C@@H:19]1[CH2:23][CH2:22][CH2:21][NH:20]1, predict the reaction product. The product is: [Cl:1][C:2]1[CH:7]=[CH:6][CH:5]=[CH:4][C:3]=1[C:8]1[O:12][N:11]=[CH:10][C:9]=1[C:13]([N:20]1[CH2:21][CH2:22][CH2:23][C@H:19]1[CH2:18][O:17][CH3:16])=[O:15]. (3) Given the reactants [N:1]1([CH2:7][CH2:8][CH:9]=O)[CH2:6][CH2:5][CH2:4][CH2:3][CH2:2]1.[C-:11]#[N:12].[Na+].[NH4+:14].[Cl-].N.CO.N, predict the reaction product. The product is: [NH2:14][CH:9]([C:11]#[N:12])[CH2:8][CH2:7][N:1]1[CH2:6][CH2:5][CH2:4][CH2:3][CH2:2]1. (4) Given the reactants [OH:1][C:2]1[CH:9]=[CH:8][C:5]([CH:6]=O)=[CH:4][CH:3]=1.Br[CH2:11][CH2:12][CH2:13][CH2:14][Cl:15].C(=O)([O-])[O-].[K+].[K+].[BH4-].[Na+].[CH3:24][O:25][C:26]1[CH:31]=[CH:30][CH:29]=[CH:28][C:27]=1[N:32]1[CH2:37][CH2:36][NH:35][CH2:34][CH2:33]1.C(=O)([O-])[O-].[Na+].[Na+].[I-].[K+].S(Cl)(Cl)=O.[NH:50]1[CH:54]=[CH:53][N:52]=[CH:51]1, predict the reaction product. The product is: [ClH:15].[N:50]1([CH2:6][C:5]2[CH:8]=[CH:9][C:2]([O:1][CH2:11][CH2:12][CH2:13][CH2:14][N:35]3[CH2:36][CH2:37][N:32]([C:27]4[CH:28]=[CH:29][CH:30]=[CH:31][C:26]=4[O:25][CH3:24])[CH2:33][CH2:34]3)=[CH:3][CH:4]=2)[CH:54]=[CH:53][N:52]=[CH:51]1. (5) Given the reactants [Cl:1][C:2]1[CH:7]=[C:6](I)[CH:5]=[CH:4][C:3]=1[NH:9][C:10]1[CH:24]=[N:23][CH:22]=[CH:21][C:11]=1[C:12]([NH:14][O:15][CH2:16][C@H:17]([OH:20])[CH2:18][OH:19])=[O:13].CN(C=O)C.C[Si]([C:34]#[CH:35])(C)C.[F-].[Cs+], predict the reaction product. The product is: [Cl:1][C:2]1[CH:7]=[C:6]([C:34]#[CH:35])[CH:5]=[CH:4][C:3]=1[NH:9][C:10]1[CH:24]=[N:23][CH:22]=[CH:21][C:11]=1[C:12]([NH:14][O:15][CH2:16][CH:17]([OH:20])[CH2:18][OH:19])=[O:13].